This data is from Full USPTO retrosynthesis dataset with 1.9M reactions from patents (1976-2016). The task is: Predict the reactants needed to synthesize the given product. (1) Given the product [Cl:1][C:2]1[CH:7]=[CH:6][C:5]([CH:8]2[C:13]3[N:14]=[C:15]([C:17]4[C:18]([CH3:26])=[N:19][N:20]5[CH:25]=[CH:24][CH:23]=[CH:22][C:21]=45)[S:16][C:12]=3[CH2:11][CH2:10][CH2:9]2)=[CH:4][CH:3]=1, predict the reactants needed to synthesize it. The reactants are: [Cl:1][C:2]1[CH:7]=[CH:6][C:5]([C:8]2(O)[C:13]3[N:14]=[C:15]([C:17]4[C:18]([CH3:26])=[N:19][N:20]5[CH:25]=[CH:24][CH:23]=[CH:22][C:21]=45)[S:16][C:12]=3[CH2:11][CH2:10][CH2:9]2)=[CH:4][CH:3]=1.C([SiH](CC)CC)C.FC(F)(F)C(O)=O. (2) Given the product [NH2:30][C@@H:25]1[CH2:26][CH2:27][CH2:28][CH2:29][C@H:24]1[NH:31][C:16]1[S:17][C:13]2[CH:12]=[C:11]([O:10][C:8]3[CH:7]=[CH:6][N:5]=[C:4]([C:3]([NH:2][CH3:1])=[O:23])[CH:9]=3)[CH:22]=[CH:21][C:14]=2[N:15]=1, predict the reactants needed to synthesize it. The reactants are: [CH3:1][NH:2][C:3](=[O:23])[C:4]1[CH:9]=[C:8]([O:10][C:11]2[CH:22]=[CH:21][C:14]3[N:15]=[C:16](S(C)=O)[S:17][C:13]=3[CH:12]=2)[CH:7]=[CH:6][N:5]=1.[C@@H:24]1([NH2:31])[CH2:29][CH2:28][CH2:27][CH2:26][C@H:25]1[NH2:30].